Dataset: Reaction yield outcomes from USPTO patents with 853,638 reactions. Task: Predict the reaction yield, written as a fraction of the theoretical maximum amount of product (1.0 means a 100% yield; for example, 0.34 means a 34% yield). (1) The reactants are [CH:1]1[C:10]2[CH2:9][CH2:8][CH2:7][CH2:6][C:5]=2[CH:4]=[CH:3][C:2]=1[NH:11][NH2:12].[C:13](OCC)(=[O:18])[CH2:14][C:15]([CH3:17])=O. The catalyst is C(O)(=O)C. The product is [CH3:17][C:15]1[CH2:14][C:13](=[O:18])[N:11]([C:2]2[CH:3]=[CH:4][C:5]3[CH2:6][CH2:7][CH2:8][CH2:9][C:10]=3[CH:1]=2)[N:12]=1. The yield is 0.562. (2) The reactants are [I:1][C:2]1[C:3]([NH:15][S:16]([CH3:19])(=[O:18])=[O:17])=[CH:4][C:5]([S:13][CH3:14])=[C:6]([CH:12]=1)[C:7](OCC)=[O:8].[H-].C([Al+]CC(C)C)C(C)C. The catalyst is C1(C)C=CC=CC=1. The product is [OH:8][CH2:7][C:6]1[C:5]([S:13][CH3:14])=[CH:4][C:3]([NH:15][S:16]([CH3:19])(=[O:17])=[O:18])=[C:2]([I:1])[CH:12]=1. The yield is 0.800. (3) The reactants are [OH:1][CH:2]([C:5]1[CH:10]=[C:9]([C:11]([F:14])([F:13])[F:12])[CH:8]=[CH:7][C:6]=1[N:15]1[CH2:20][CH2:19][O:18][C:17]2[CH:21]=[C:22]([S:25]([N:28]([CH2:34][C:35]3[CH:40]=[CH:39][C:38]([O:41][CH3:42])=[CH:37][CH:36]=3)[C:29]3[S:30][CH:31]=[CH:32][N:33]=3)(=[O:27])=[O:26])[CH:23]=[CH:24][C:16]1=2)CO.I([O-])(=O)(=O)=O.[Na+].CO.[BH4-].[Na+]. The catalyst is C1COCC1.O. The product is [CH:2]([C:5]1[CH:10]=[C:9]([C:11]([F:12])([F:14])[F:13])[CH:8]=[CH:7][C:6]=1[N:15]1[CH2:20][CH2:19][O:18][C:17]2[CH:21]=[C:22]([S:25]([N:28]([CH2:34][C:35]3[CH:36]=[CH:37][C:38]([O:41][CH3:42])=[CH:39][CH:40]=3)[C:29]3[S:30][CH:31]=[CH:32][N:33]=3)(=[O:26])=[O:27])[CH:23]=[CH:24][C:16]1=2)=[O:1]. The yield is 1.00. (4) The reactants are [CH3:1][N:2]1[CH2:7][CH2:6][N:5]([C:8]2[CH:14]=[CH:13][C:11]([NH2:12])=[CH:10][CH:9]=2)[CH2:4][CH2:3]1.P(=O)(O)(O)O.[N+]([O-])(O)=O.[N:24]([O-])=O.[Na+].[CH3:28][C:29](=[O:34])[CH2:30][C:31](=[O:33])[CH3:32].C([O-])(=O)C.[K+].C([O-])([O-])=O.[Na+].[Na+]. The catalyst is C(O)C. The product is [CH3:1][N:2]1[CH2:3][CH2:4][N:5]([C:8]2[CH:14]=[CH:13][C:11]([NH:12][N:24]=[C:30]([C:29](=[O:34])[CH3:28])[C:31](=[O:33])[CH3:32])=[CH:10][CH:9]=2)[CH2:6][CH2:7]1. The yield is 0.390. (5) The reactants are [F:1][C:2]1[CH:41]=[CH:40][C:5]([C:6]([N:8]2[CH2:13][CH2:12][CH:11]([C:14]3[CH:35]=[CH:34][C:17]([C:18]([NH:20][C:21]([NH:23]C(OCC4C=CC=CC=4)=O)=[NH:22])=[O:19])=[CH:16][C:15]=3[C:36]([F:39])([F:38])[F:37])[CH2:10][CH2:9]2)=[O:7])=[CH:4][CH:3]=1. The yield is 0.660. The catalyst is C(O)C.[OH-].[OH-].[Pd+2]. The product is [F:1][C:2]1[CH:3]=[CH:4][C:5]([C:6]([N:8]2[CH2:13][CH2:12][CH:11]([C:14]3[CH:35]=[CH:34][C:17]([C:18]([NH:20][C:21]([NH2:23])=[NH:22])=[O:19])=[CH:16][C:15]=3[C:36]([F:39])([F:37])[F:38])[CH2:10][CH2:9]2)=[O:7])=[CH:40][CH:41]=1. (6) The reactants are [CH3:1][O:2][C:3]1[CH:4]=[C:5]2[C:10](=[CH:11][CH:12]=1)[CH:9]=[C:8]([CH:13]=[O:14])[CH:7]=[CH:6]2.[CH2:15]([Mg]Br)[CH2:16][CH2:17][CH2:18][CH2:19][CH3:20].[NH4+].[Cl-]. The catalyst is CCOCC. The product is [CH3:1][O:2][C:3]1[CH:4]=[C:5]2[C:10](=[CH:11][CH:12]=1)[CH:9]=[C:8]([CH:13]([OH:14])[CH2:15][CH2:16][CH2:17][CH2:18][CH2:19][CH3:20])[CH:7]=[CH:6]2. The yield is 0.980. (7) The reactants are [CH:1]1([C:6]2([CH2:14][CH2:15][C:16]3[CH:21]=[CH:20][C:19]([CH2:22][C:23]#[N:24])=[C:18]([CH2:25][CH3:26])[CH:17]=3)[CH2:11][C:10](=[O:12])[CH2:9][C:8](=[O:13])[O:7]2)[CH2:5][CH2:4][CH2:3][CH2:2]1.[CH3:27][C:28]1[CH:33]=[C:32]([CH3:34])[N:31]2[N:35]=[C:36]([CH:38]=O)[N:37]=[C:30]2[N:29]=1. The catalyst is CO. The product is [CH:1]1([C:6]2([CH2:14][CH2:15][C:16]3[CH:21]=[CH:20][C:19]([CH2:22][C:23]#[N:24])=[C:18]([CH2:25][CH3:26])[CH:17]=3)[CH2:11][C:10]([OH:12])=[C:9]([CH2:38][C:36]3[N:37]=[C:30]4[N:29]=[C:28]([CH3:27])[CH:33]=[C:32]([CH3:34])[N:31]4[N:35]=3)[C:8](=[O:13])[O:7]2)[CH2:5][CH2:4][CH2:3][CH2:2]1. The yield is 0.210. (8) The catalyst is CN(C)C=O. The yield is 0.720. The product is [C:1]([C:5]1[CH:6]=[C:7]([O:12][CH3:13])[CH:8]=[CH:9][C:10]=1[O:11][C:18](=[O:19])[C:17]([CH3:22])([CH3:21])[CH3:16])([CH3:4])([CH3:2])[CH3:3]. The reactants are [C:1]([C:5]1[CH:6]=[C:7]([O:12][CH3:13])[CH:8]=[CH:9][C:10]=1[OH:11])([CH3:4])([CH3:3])[CH3:2].[H-].[Na+].[CH3:16][C:17]([CH3:22])([CH3:21])[C:18](Cl)=[O:19]. (9) The reactants are [CH3:1][O:2][C:3]([C:5]1[S:6][C:7]([Br:11])=[CH:8][C:9]=1[NH2:10])=[O:4].[CH3:12][C:13]1([CH3:20])[O:18][CH2:17][C:16](=O)[CH2:15][O:14]1.C([Sn](Cl)(Cl)CCCC)CCC.C1([SiH3])C=CC=CC=1. The catalyst is C1COCC1.C(OCC)(=O)C. The product is [CH3:1][O:2][C:3]([C:5]1[S:6][C:7]([Br:11])=[CH:8][C:9]=1[NH:10][CH:16]1[CH2:17][O:18][C:13]([CH3:20])([CH3:12])[O:14][CH2:15]1)=[O:4]. The yield is 0.290. (10) The reactants are N1C(Cl)=NC(Cl)=NC=1Cl.[O:10]=[C:11]1[N:16]([C:17]2[CH:22]=[CH:21][CH:20]=[CH:19][CH:18]=2)[C:15]2[S:23][C:24]([C:32]([NH2:34])=O)=[C:25]([C:26]3[CH:31]=[CH:30][CH:29]=[CH:28][CH:27]=3)[C:14]=2[CH:13]=[CH:12]1.O. The catalyst is CN(C=O)C. The product is [O:10]=[C:11]1[N:16]([C:17]2[CH:18]=[CH:19][CH:20]=[CH:21][CH:22]=2)[C:15]2[S:23][C:24]([C:32]#[N:34])=[C:25]([C:26]3[CH:31]=[CH:30][CH:29]=[CH:28][CH:27]=3)[C:14]=2[CH:13]=[CH:12]1. The yield is 0.710.